This data is from Forward reaction prediction with 1.9M reactions from USPTO patents (1976-2016). The task is: Predict the product of the given reaction. (1) The product is: [CH3:42][S:43]([OH:46])(=[O:45])=[O:44].[CH3:1][N:2]1[CH2:7][CH2:6][N:5]([CH2:8][C:9]2[CH:37]=[CH:36][C:12]([C:13]([NH:15][C:16]3[CH:21]=[CH:20][C:19]([CH3:22])=[C:18]([NH:23][C:24]4[CH:29]=[C:28]([C:30]5[CH:31]=[N:32][CH:33]=[CH:34][CH:35]=5)[CH:27]=[CH:26][N:25]=4)[CH:17]=3)=[O:14])=[CH:11][C:10]=2[C:38]([F:41])([F:40])[F:39])[CH2:4][CH2:3]1. Given the reactants [CH3:1][N:2]1[CH2:7][CH2:6][N:5]([CH2:8][C:9]2[CH:37]=[CH:36][C:12]([C:13]([NH:15][C:16]3[CH:21]=[CH:20][C:19]([CH3:22])=[C:18]([NH:23][C:24]4[CH:29]=[C:28]([C:30]5[CH:31]=[N:32][CH:33]=[CH:34][CH:35]=5)[CH:27]=[CH:26][N:25]=4)[CH:17]=3)=[O:14])=[CH:11][C:10]=2[C:38]([F:41])([F:40])[F:39])[CH2:4][CH2:3]1.[CH3:42][S:43]([OH:46])(=[O:45])=[O:44], predict the reaction product. (2) Given the reactants [CH2:1]([O:17][CH2:18][CH:19]([CH2:29][OH:30])[O:20][CH2:21][CH2:22][CH2:23][CH2:24][CH:25]([OH:28])CO)[CH2:2][CH2:3][CH2:4][CH2:5][CH2:6][CH2:7][CH2:8][CH2:9][CH2:10][CH2:11][CH2:12][CH2:13][CH2:14][CH2:15][CH3:16].C(O)(=O)C, predict the reaction product. The product is: [CH2:1]([O:17][CH2:18][CH:19]([CH2:29][OH:30])[O:20][CH2:21][CH2:22][CH2:23][CH2:24][CH:25]=[O:28])[CH2:2][CH2:3][CH2:4][CH2:5][CH2:6][CH2:7][CH2:8][CH2:9][CH2:10][CH2:11][CH2:12][CH2:13][CH2:14][CH2:15][CH3:16]. (3) Given the reactants [CH3:1][O:2][C:3](=[O:15])/[CH:4]=[CH:5]/[C:6]1[CH:14]=[CH:13][C:11]([OH:12])=[C:8]([O:9][CH3:10])[CH:7]=1.C(=O)([O-])[O-].[K+].[K+], predict the reaction product. The product is: [CH3:1][O:2][C:3](=[O:15])/[CH:4]=[CH:5]/[C:6]1[CH:14]=[CH:13][C:11]([O:12][CH2:3][CH2:4][CH2:5][CH3:6])=[C:8]([O:9][CH3:10])[CH:7]=1. (4) Given the reactants [Si:1]([O:8][CH2:9][C:10]1[N:11]([CH3:23])[C:12]2[C:17]([CH:18]=1)=[CH:16][C:15]([CH:19]=[O:20])=[C:14]([CH:21]=[CH2:22])[CH:13]=2)([C:4]([CH3:7])([CH3:6])[CH3:5])([CH3:3])[CH3:2].[CH2:24]([Mg]Br)[CH2:25][CH2:26][CH:27]=[CH2:28], predict the reaction product. The product is: [Si:1]([O:8][CH2:9][C:10]1[N:11]([CH3:23])[C:12]2[C:17]([CH:18]=1)=[CH:16][C:15]([CH:19]([OH:20])[CH2:28][CH2:27][CH2:26][CH:25]=[CH2:24])=[C:14]([CH:21]=[CH2:22])[CH:13]=2)([C:4]([CH3:7])([CH3:6])[CH3:5])([CH3:3])[CH3:2]. (5) Given the reactants Br[C:2]1[CH:3]=[C:4]([C:9]([C:14]2[CH:15]=[N:16][CH:17]=[CH:18][CH:19]=2)([OH:13])[CH:10]([CH3:12])[CH3:11])[CH:5]=[C:6]([Cl:8])[CH:7]=1.[CH:20]([C:22]1[CH:27]=[CH:26][C:25]([N:28]2[CH2:33][CH2:32][N:31]([C:34](=[O:36])[CH3:35])[CH2:30][CH2:29]2)=[CH:24][CH:23]=1)=[CH2:21].C(#N)C.C1C=CC(P(C2C=CC=CC=2)C2C=CC=CC=2)=CC=1, predict the reaction product. The product is: [Cl:8][C:6]1[CH:7]=[C:2]([CH:3]=[C:4]([C:9]([OH:13])([C:14]2[CH:15]=[N:16][CH:17]=[CH:18][CH:19]=2)[CH:10]([CH3:12])[CH3:11])[CH:5]=1)/[CH:21]=[CH:20]/[C:22]1[CH:23]=[CH:24][C:25]([N:28]2[CH2:29][CH2:30][N:31]([C:34](=[O:36])[CH3:35])[CH2:32][CH2:33]2)=[CH:26][CH:27]=1.